This data is from Forward reaction prediction with 1.9M reactions from USPTO patents (1976-2016). The task is: Predict the product of the given reaction. (1) The product is: [Br:1][C:2]1[CH:7]=[CH:6][C:5]([C:8]2[N:9]=[C:10]([C:21]3[C:26]([F:27])=[CH:25][CH:24]=[CH:23][C:22]=3[Cl:28])[NH:11][C:12]=2[C:13]2[CH:18]=[CH:17][NH:16][C:15](=[O:19])[CH:14]=2)=[CH:4][CH:3]=1. Given the reactants [Br:1][C:2]1[CH:7]=[CH:6][C:5]([C:8]2[N:9]=[C:10]([C:21]3[C:26]([F:27])=[CH:25][CH:24]=[CH:23][C:22]=3[Cl:28])[N:11](O)[C:12]=2[C:13]2[CH:18]=[CH:17][NH:16][C:15](=[O:19])[CH:14]=2)=[CH:4][CH:3]=1, predict the reaction product. (2) Given the reactants Br[CH2:2][C:3](OC)=[O:4].[CH2:7]([O:9][C:10]1[CH:15]=[CH:14][C:13]([S:16]([NH2:19])(=[O:18])=[O:17])=[CH:12][C:11]=1[NH:20][C:21]([NH2:23])=[S:22])[CH3:8].[NH4+].[OH-].O, predict the reaction product. The product is: [CH2:7]([O:9][C:10]1[CH:15]=[CH:14][C:13]([S:16]([NH2:19])(=[O:18])=[O:17])=[CH:12][C:11]=1[NH:20][C:21]1[S:22][CH:2]=[C:3]([OH:4])[N:23]=1)[CH3:8]. (3) Given the reactants [Cl:1][C:2]1[CH:3]=[C:4]([C:12]2[S:13][CH:14]=[CH:15][N:16]=2)[CH:5]=[CH:6][C:7]=1[O:8][CH:9]([CH3:11])[CH3:10].C([O-])(=O)C.[Na+].[Br:22]Br, predict the reaction product. The product is: [Br:22][C:14]1[S:13][C:12]([C:4]2[CH:5]=[CH:6][C:7]([O:8][CH:9]([CH3:11])[CH3:10])=[C:2]([Cl:1])[CH:3]=2)=[N:16][CH:15]=1.